From a dataset of Reaction yield outcomes from USPTO patents with 853,638 reactions. Predict the reaction yield, written as a fraction of the theoretical maximum amount of product (1.0 means a 100% yield; for example, 0.34 means a 34% yield). (1) The reactants are [CH3:1][N:2](C=O)C.[H-].[Na+].[Cl:8][C:9]1[CH:14]=[C:13]([NH:15][CH3:16])[C:12]([C:17]2[CH:18]=[N:19][N:20]([CH3:22])[CH:21]=2)=[CH:11][N:10]=1.IC. The catalyst is C([O-])(O)=O.[Na+].C(OCC)(=O)C.C(Cl)Cl. The product is [NH3:2].[Cl:8][C:9]1[CH:14]=[C:13]([N:15]([CH3:1])[CH3:16])[C:12]([C:17]2[CH:18]=[N:19][N:20]([CH3:22])[CH:21]=2)=[CH:11][N:10]=1. The yield is 0.0100. (2) The yield is 0.670. The product is [Cl:10][C:11]1[CH:16]=[C:15]([O:9][C:3]2[CH:4]=[CH:5][C:6]([NH2:8])=[CH:7][C:2]=2[F:1])[CH:14]=[CH:13][N:12]=1. The reactants are [F:1][C:2]1[CH:7]=[C:6]([NH2:8])[CH:5]=[CH:4][C:3]=1[OH:9].[Cl:10][C:11]1[CH:16]=[C:15](Cl)[CH:14]=[CH:13][N:12]=1. No catalyst specified. (3) The reactants are [C:1]1([O:7][P:8]([CH2:17][CH2:18][NH:19][C:20]([O:22][CH:23]([C:31]2[NH:32][C:33]([S:39][C:40]3[CH:45]=[C:44]([Cl:46])[CH:43]=[C:42]([Cl:47])[CH:41]=3)=[C:34]([CH:36]([CH3:38])[CH3:37])[N:35]=2)[CH2:24][C:25]2[CH:30]=[CH:29][N:28]=[CH:27][CH:26]=2)=[O:21])(=[O:16])[O:9]C2C=CC=CC=2)[CH:6]=[CH:5][CH:4]=[CH:3][CH:2]=1.[Li+].[OH-]. The catalyst is CC#N. The product is [C:1]1([O:7][P:8]([CH2:17][CH2:18][NH:19][C:20]([O:22][CH:23]([C:31]2[NH:32][C:33]([S:39][C:40]3[CH:41]=[C:42]([Cl:47])[CH:43]=[C:44]([Cl:46])[CH:45]=3)=[C:34]([CH:36]([CH3:38])[CH3:37])[N:35]=2)[CH2:24][C:25]2[CH:30]=[CH:29][N:28]=[CH:27][CH:26]=2)=[O:21])(=[O:9])[OH:16])[CH:2]=[CH:3][CH:4]=[CH:5][CH:6]=1. The yield is 1.00. (4) The reactants are [Br:1][C:2]1[CH:3]=[N:4][C:5](I)=[N:6][CH:7]=1.C([Li])CCC.[CH3:14][N:15]1[CH2:20][CH2:19][C:18](=[O:21])[CH2:17][CH2:16]1. The catalyst is C1(C)C=CC=CC=1.[Cl-].[NH4+]. The product is [Br:1][C:2]1[CH:3]=[N:4][C:5]([C:18]2([OH:21])[CH2:19][CH2:20][N:15]([CH3:14])[CH2:16][CH2:17]2)=[N:6][CH:7]=1. The yield is 0.294. (5) The reactants are Br[CH:2]([CH2:4][CH3:5])[CH3:3].C(=O)([O-])[O-].[Cs+].[Cs+].[OH:12][C:13]1[CH:18]=[CH:17][C:16]([C:19]2[C:24](=[O:25])[N:23]([CH2:26][C:27]3[CH:32]=[CH:31][C:30]([C:33]4[C:34]([C:39]#[N:40])=[CH:35][CH:36]=[CH:37][CH:38]=4)=[CH:29][CH:28]=3)[C:22]([CH2:41][CH2:42][CH3:43])=[N:21][C:20]=2[CH3:44])=[CH:15][CH:14]=1. The yield is 0.890. The catalyst is CN(C)C=O.C(OCC)(=O)C. The product is [CH:2]([O:12][C:13]1[CH:14]=[CH:15][C:16]([C:19]2[C:24](=[O:25])[N:23]([CH2:26][C:27]3[CH:32]=[CH:31][C:30]([C:33]4[C:34]([C:39]#[N:40])=[CH:35][CH:36]=[CH:37][CH:38]=4)=[CH:29][CH:28]=3)[C:22]([CH2:41][CH2:42][CH3:43])=[N:21][C:20]=2[CH3:44])=[CH:17][CH:18]=1)([CH2:4][CH3:5])[CH3:3].